Task: Predict the reaction yield, written as a fraction of the theoretical maximum amount of product (1.0 means a 100% yield; for example, 0.34 means a 34% yield).. Dataset: Reaction yield outcomes from USPTO patents with 853,638 reactions (1) The reactants are Cl.O1CCOCC1.C([O:12][C:13](=[O:39])[CH2:14][N:15]1[CH:19]=[C:18]([C:20]2[CH:21]=[N:22][C:23]([NH2:38])=[C:24]([O:26][CH:27]([C:29]3[C:34]([Cl:35])=[CH:33][CH:32]=[C:31]([F:36])[C:30]=3[Cl:37])[CH3:28])[CH:25]=2)[N:17]=[CH:16]1)(C)(C)C. The catalyst is ClCCl. The product is [NH2:38][C:23]1[N:22]=[CH:21][C:20]([C:18]2[N:17]=[CH:16][N:15]([CH2:14][C:13]([OH:39])=[O:12])[CH:19]=2)=[CH:25][C:24]=1[O:26][CH:27]([C:29]1[C:34]([Cl:35])=[CH:33][CH:32]=[C:31]([F:36])[C:30]=1[Cl:37])[CH3:28]. The yield is 0.930. (2) The reactants are [Br:1][C:2]1[CH:9]=[CH:8][C:5]([CH:6]=[O:7])=[C:4](F)[CH:3]=1.[C:11]1([OH:17])[CH:16]=[CH:15][CH:14]=[CH:13][CH:12]=1.C(=O)([O-])[O-].[K+].[K+].CN(C)C(=O)C. The catalyst is O. The product is [Br:1][C:2]1[CH:9]=[CH:8][C:5]([CH:6]=[O:7])=[C:4]([O:17][C:11]2[CH:16]=[CH:15][CH:14]=[CH:13][CH:12]=2)[CH:3]=1. The yield is 0.880. (3) The reactants are [I:1][C:2]1[C:10]2[CH:9]=[C:8]([CH2:11][CH2:12][CH2:13][CH2:14][N:15]3[CH:19]=[C:18]([C:20]([OH:22])=O)[N:17]=[N:16]3)[N:7]=[N:6][C:5]=2[NH:4][CH:3]=1.CN(C(ON1N=NC2C=CC=NC1=2)=[N+](C)C)C.F[P-](F)(F)(F)(F)F.[CH2:47]([NH2:54])[C:48]1[CH:53]=[CH:52][CH:51]=[CH:50][CH:49]=1.CCN(C(C)C)C(C)C. The catalyst is CN(C=O)C. The product is [CH2:47]([NH:54][C:20]([C:18]1[N:17]=[N:16][N:15]([CH2:14][CH2:13][CH2:12][CH2:11][C:8]2[N:7]=[N:6][C:5]3[NH:4][CH:3]=[C:2]([I:1])[C:10]=3[CH:9]=2)[CH:19]=1)=[O:22])[C:48]1[CH:53]=[CH:52][CH:51]=[CH:50][CH:49]=1. The yield is 0.660.